From a dataset of Full USPTO retrosynthesis dataset with 1.9M reactions from patents (1976-2016). Predict the reactants needed to synthesize the given product. Given the product [F:18][C:13]1[CH:12]=[C:11]([CH:8]2[NH:7][C:5](=[O:6])[CH2:4][O:10][CH2:9]2)[CH:16]=[CH:15][C:14]=1[F:17], predict the reactants needed to synthesize it. The reactants are: [H-].[Na+].Cl[CH2:4][C:5]([NH:7][CH:8]([C:11]1[CH:16]=[CH:15][C:14]([F:17])=[C:13]([F:18])[CH:12]=1)[CH2:9][OH:10])=[O:6].